This data is from Catalyst prediction with 721,799 reactions and 888 catalyst types from USPTO. The task is: Predict which catalyst facilitates the given reaction. (1) Reactant: [Cl:1][C:2]1[CH:3]=[C:4]([N:8]2[C:12]([CH2:13][NH:14][C:15](=[O:26])[CH:16]([C:18]3[CH:19]=[N:20][C:21]([C:24]#[N:25])=[CH:22][CH:23]=3)[CH3:17])=[CH:11][C:10]([C:27]([F:30])([F:29])[F:28])=[N:9]2)[CH:5]=[CH:6][CH:7]=1.S(=O)(=O)(O)[OH:32]. Product: [Cl:1][C:2]1[CH:3]=[C:4]([N:8]2[C:12]([CH2:13][NH:14][C:15](=[O:26])[CH:16]([C:18]3[CH:23]=[CH:22][C:21]([C:24]([NH2:25])=[O:32])=[N:20][CH:19]=3)[CH3:17])=[CH:11][C:10]([C:27]([F:30])([F:28])[F:29])=[N:9]2)[CH:5]=[CH:6][CH:7]=1. The catalyst class is: 74. (2) Reactant: Br[C:2]1([O:10][CH2:11][CH2:12][OH:13])[CH2:9][CH2:8][CH2:7][CH2:6][CH2:5][CH:4]=[CH:3]1.C1CCN2C(=NCCC2)CC1.CCOC(C)=O.O. Product: [CH:2]1([O:10][CH2:11][CH2:12][OH:13])[CH2:9][CH2:8][CH2:7][CH2:6][CH2:5][C:4]#[C:3]1. The catalyst class is: 16.